The task is: Predict the reaction yield, written as a fraction of the theoretical maximum amount of product (1.0 means a 100% yield; for example, 0.34 means a 34% yield).. This data is from Reaction yield outcomes from USPTO patents with 853,638 reactions. (1) The catalyst is COCCOC.C1C=CC(P(C2C=CC=CC=2)C2C=CC=CC=2)=CC=1.C1C=CC(P(C2C=CC=CC=2)C2C=CC=CC=2)=CC=1.Cl[Pd]Cl. The reactants are [F:1][C:2]([F:16])([F:15])[C:3](=[O:14])[CH2:4][C:5]([C:7]1[CH:12]=[CH:11][C:10](Br)=[CH:9][CH:8]=1)=[O:6].[O:17]1[CH:21]=[CH:20][CH:19]=[C:18]1B(O)O.C([O-])(O)=O.[Na+]. The product is [F:1][C:2]([F:16])([F:15])[C:3](=[O:14])[CH2:4][C:5]([C:7]1[CH:12]=[CH:11][C:10]([C:18]2[O:17][CH:21]=[CH:20][CH:19]=2)=[CH:9][CH:8]=1)=[O:6]. The yield is 0.612. (2) The reactants are Cl[C:2]1[C:3](=[O:11])[O:4][C:5]([CH2:9][CH3:10])=[C:6]([Cl:8])[N:7]=1.[CH3:12][OH:13]. The catalyst is C(Cl)Cl. The product is [Cl:8][C:6]1[N:7]=[C:2]([O:13][CH3:12])[C:3](=[O:11])[O:4][C:5]=1[CH2:9][CH3:10]. The yield is 0.550.